From a dataset of Full USPTO retrosynthesis dataset with 1.9M reactions from patents (1976-2016). Predict the reactants needed to synthesize the given product. (1) Given the product [CH:1]1([C:7]2[CH:20]=[CH:19][C:10]([O:11][CH2:12][C@H:13]3[O:17][C:16]4=[N:18][C:42](=[O:43])[C@H:41]([CH2:39][CH3:40])[CH2:47][N:15]4[CH2:14]3)=[CH:9][CH:8]=2)[CH2:2][CH2:3][CH2:4][CH2:5][CH2:6]1.[CH:1]1([C:7]2[CH:20]=[CH:19][C:10]([O:11][CH2:12][C@H:13]3[O:17][C:16]4=[N:18][C:42](=[O:43])[C@@H:41]([CH2:39][CH3:40])[CH2:47][N:15]4[CH2:14]3)=[CH:9][CH:8]=2)[CH2:2][CH2:3][CH2:4][CH2:5][CH2:6]1, predict the reactants needed to synthesize it. The reactants are: [CH:1]1([C:7]2[CH:20]=[CH:19][C:10]([O:11][CH2:12][C@H:13]3[O:17][C:16]([NH2:18])=[N:15][CH2:14]3)=[CH:9][CH:8]=2)[CH2:6][CH2:5][CH2:4][CH2:3][CH2:2]1.C1O[C@H]1CCl.C1(C2C=CC(O)=CC=2)CCCCC1.[CH2:39]([C:41](=[CH2:47])[C:42](OCC)=[O:43])[CH3:40]. (2) Given the product [CH2:28]([O:30][CH2:31][C:32]1[N:12]([NH:13][C:14](=[O:15])[O:16][C:17]([CH3:20])([CH3:19])[CH3:18])[C:11]2[C:10]3[N:9]=[CH:8][CH:7]=[CH:6][C:5]=3[N:4]=[CH:3][C:2]=2[N:1]=1)[CH3:29], predict the reactants needed to synthesize it. The reactants are: [NH2:1][C:2]1[CH:3]=[N:4][C:5]2[C:10]([C:11]=1[NH:12][NH:13][C:14]([O:16][C:17]([CH3:20])([CH3:19])[CH3:18])=[O:15])=[N:9][CH:8]=[CH:7][CH:6]=2.C(N(CC)CC)C.[CH2:28]([O:30][CH2:31][C:32](Cl)=O)[CH3:29].Cl.N1C=CC=CC=1. (3) Given the product [Cl:36][C:33]1[CH:34]=[CH:35][C:30]([C:26]2[S:25][C:24]3[C:22](=[O:23])[N:21]([C:18]4[CH:19]=[CH:20][C:15]([O:14][C@@H:10]5[CH2:11][CH2:12][CH2:13][NH:8][CH2:9]5)=[C:16]([O:37][CH3:38])[CH:17]=4)[CH:39]=[CH:40][C:28]=3[CH:27]=2)=[CH:31][CH:32]=1, predict the reactants needed to synthesize it. The reactants are: C(OC([N:8]1[CH2:13][CH2:12][CH2:11][C@@H:10]([O:14][C:15]2[CH:20]=[CH:19][C:18]([NH:21][C:22]([C:24]3[S:25][C:26]([C:30]4[CH:35]=[CH:34][C:33]([Cl:36])=[CH:32][CH:31]=4)=[CH:27][C:28]=3C)=[O:23])=[CH:17][C:16]=2[O:37][CH3:38])[CH2:9]1)=O)(C)(C)C.[C:39]([Li])(C)(C)[CH3:40].CCCCC.CN(C)C=O.C1(C)C=CC(S(O)(=O)=O)=CC=1.[OH-].[Na+]. (4) Given the product [C:1]([O:5][C:6]([N:8]1[CH2:13][CH2:12][CH:11]([N:14]([CH2:37][C:36]2[CH:39]=[CH:40][CH:41]=[C:34]([C:32]#[N:33])[CH:35]=2)[C:15]2[CH:20]=[CH:19][C:18]([O:21][C:22]3[CH:23]=[CH:24][C:25]([C:28]([O:30][CH3:31])=[O:29])=[CH:26][CH:27]=3)=[CH:17][CH:16]=2)[CH2:10][CH2:9]1)=[O:7])([CH3:4])([CH3:3])[CH3:2], predict the reactants needed to synthesize it. The reactants are: [C:1]([O:5][C:6]([N:8]1[CH2:13][CH2:12][CH:11]([NH:14][C:15]2[CH:20]=[CH:19][C:18]([O:21][C:22]3[CH:27]=[CH:26][C:25]([C:28]([O:30][CH3:31])=[O:29])=[CH:24][CH:23]=3)=[CH:17][CH:16]=2)[CH2:10][CH2:9]1)=[O:7])([CH3:4])([CH3:3])[CH3:2].[C:32]([C:34]1[CH:35]=[C:36]([CH:39]=[CH:40][CH:41]=1)[CH2:37]Br)#[N:33]. (5) Given the product [CH2:7]([O:24][C:21]1[CH:22]=[CH:23][C:18]([CH2:1][OH:4])=[CH:19][CH:20]=1)[C:8]1[CH:13]=[CH:12][CH:11]=[CH:10][CH:9]=1, predict the reactants needed to synthesize it. The reactants are: [C:1](=[O:4])([O-])[O-].[K+].[K+].[CH2:7](Br)[C:8]1[CH:13]=[CH:12][CH:11]=[CH:10][CH:9]=1.OCC[C:18]1[CH:23]=[CH:22][C:21]([OH:24])=[CH:20][CH:19]=1. (6) Given the product [CH3:11][O:12][N:13]=[CH:8][C:6]1[CH:5]=[CH:4][CH:3]=[C:2]([Br:1])[N:7]=1, predict the reactants needed to synthesize it. The reactants are: [Br:1][C:2]1[N:7]=[C:6]([CH:8]=O)[CH:5]=[CH:4][CH:3]=1.Cl.[CH3:11][O:12][NH2:13]. (7) Given the product [Br-:1].[NH2:20][C:19]1[C:14]([C:12]([NH:11][CH2:10][CH2:9][N+:6]([CH3:7])([CH3:8])[CH2:5][CH2:4][CH2:3][NH:2][S:30]([CH2:29][C:26]2[CH:27]=[CH:28][C:23]([CH3:34])=[CH:24][CH:25]=2)(=[O:32])=[O:31])=[O:13])=[N:15][C:16]([Cl:22])=[C:17]([NH2:21])[N:18]=1, predict the reactants needed to synthesize it. The reactants are: [Br-:1].[NH2:2][CH2:3][CH2:4][CH2:5][N+:6]([CH2:9][CH2:10][NH:11][C:12]([C:14]1[C:19]([NH2:20])=[N:18][C:17]([NH2:21])=[C:16]([Cl:22])[N:15]=1)=[O:13])([CH3:8])[CH3:7].[C:23]1([CH3:34])[CH:28]=[CH:27][C:26]([CH2:29][S:30](Cl)(=[O:32])=[O:31])=[CH:25][CH:24]=1.CN1CCOCC1.